Predict the reactants needed to synthesize the given product. From a dataset of Full USPTO retrosynthesis dataset with 1.9M reactions from patents (1976-2016). (1) Given the product [CH3:8][C:7]1[O:6][C:5]([C:9]2[CH:14]=[CH:13][CH:12]=[CH:11][CH:10]=2)=[N:4][C:3]=1[CH2:2][O:15][C:16]1[CH:17]=[CH:18][C:19]([CH2:22][C:23]([O:25][CH3:26])=[O:24])=[CH:20][CH:21]=1, predict the reactants needed to synthesize it. The reactants are: Cl[CH2:2][C:3]1[N:4]=[C:5]([C:9]2[CH:14]=[CH:13][CH:12]=[CH:11][CH:10]=2)[O:6][C:7]=1[CH3:8].[OH:15][C:16]1[CH:21]=[CH:20][C:19]([CH2:22][C:23]([O:25][CH3:26])=[O:24])=[CH:18][CH:17]=1.C(=O)([O-])[O-].[K+].[K+].CN(C)C=O. (2) Given the product [C:31]1([C@H:29]([N:21]([CH2:20][C@@H:11]2[C@@H:12]([C:14]3[CH:15]=[CH:16][CH:17]=[CH:18][CH:19]=3)[CH2:13][N:9]([C:7](=[O:8])[C:6]3[CH:5]=[CH:4][C:3]([C:1]4[NH:45][N:44]=[N:43][N:2]=4)=[CH:42][CH:41]=3)[CH2:10]2)[C:22](=[O:28])[O:23][C:24]([CH3:27])([CH3:26])[CH3:25])[CH3:30])[C:40]2[C:35](=[CH:36][CH:37]=[CH:38][CH:39]=2)[CH:34]=[CH:33][CH:32]=1, predict the reactants needed to synthesize it. The reactants are: [C:1]([C:3]1[CH:42]=[CH:41][C:6]([C:7]([N:9]2[CH2:13][C@H:12]([C:14]3[CH:19]=[CH:18][CH:17]=[CH:16][CH:15]=3)[C@@H:11]([CH2:20][N:21]([C@@H:29]([C:31]3[C:40]4[C:35](=[CH:36][CH:37]=[CH:38][CH:39]=4)[CH:34]=[CH:33][CH:32]=3)[CH3:30])[C:22](=[O:28])[O:23][C:24]([CH3:27])([CH3:26])[CH3:25])[CH2:10]2)=[O:8])=[CH:5][CH:4]=1)#[N:2].[N-:43]=[N+:44]=[N-:45].[Na+].Cl.C(N(CC)CC)C. (3) Given the product [CH:23]([NH:1][CH2:2][C:3]1[CH:4]=[C:5]([C:9]2[CH:14]=[C:13]([N+:15]([O-:17])=[O:16])[CH:12]=[CH:11][C:10]=2[O:18][CH3:19])[CH:6]=[CH:7][CH:8]=1)([CH3:25])[CH3:22], predict the reactants needed to synthesize it. The reactants are: [NH2:1][CH2:2][C:3]1[CH:4]=[C:5]([C:9]2[CH:14]=[C:13]([N+:15]([O-:17])=[O:16])[CH:12]=[CH:11][C:10]=2[O:18][CH3:19])[CH:6]=[CH:7][CH:8]=1.[BH4-].[Na+].[CH3:22][C:23]([CH3:25])=O. (4) Given the product [OH:1][C:2]1[CH:26]=[C:25]([O:27][CH2:28][CH:29]([CH3:31])[CH3:30])[CH:24]=[CH:23][C:3]=1[C:4]([C:6]1[CH:7]=[CH:8][C:9]([O:18][CH2:19][CH:20]([CH3:22])[CH3:21])=[C:10]([CH2:12][CH2:13][C:14]([OH:16])=[O:15])[CH:11]=1)=[O:5], predict the reactants needed to synthesize it. The reactants are: [OH:1][C:2]1[CH:26]=[C:25]([O:27][CH2:28][CH:29]([CH3:31])[CH3:30])[CH:24]=[CH:23][C:3]=1[C:4]([C:6]1[CH:7]=[CH:8][C:9]([O:18][CH2:19][CH:20]([CH3:22])[CH3:21])=[C:10]([CH2:12][CH2:13][C:14]([O:16]C)=[O:15])[CH:11]=1)=[O:5].[OH-].[Na+].C(Cl)(Cl)Cl.Cl. (5) Given the product [C:2]([O:10][CH2:11][C:14]1[CH:19]=[CH:18][C:17]([Cl:20])=[CH:16][N:15]=1)(=[O:9])[C:3]1[CH:8]=[CH:7][CH:6]=[CH:5][CH:4]=1, predict the reactants needed to synthesize it. The reactants are: [I-].[C:2]([O:10][CH2:11][Zn+])(=[O:9])[C:3]1[CH:8]=[CH:7][CH:6]=[CH:5][CH:4]=1.Br[C:14]1[CH:19]=[CH:18][C:17]([Cl:20])=[CH:16][N:15]=1. (6) Given the product [CH3:21][C:19]1[N:20]=[C:15]2[CH:14]=[CH:13][C:12]([CH2:23][C:22]([O:25][C:26]([CH3:29])([CH3:28])[CH3:27])=[O:24])=[N:17][N:16]2[CH:18]=1, predict the reactants needed to synthesize it. The reactants are: C[Si]([N-][Si](C)(C)C)(C)C.[Li+].Cl[C:12]1[CH:13]=[CH:14][C:15]2[N:16]([CH:18]=[C:19]([CH3:21])[N:20]=2)[N:17]=1.[C:22]([O:25][C:26]([CH3:29])([CH3:28])[CH3:27])(=[O:24])[CH3:23]. (7) Given the product [CH3:1][C:2]1([CH3:16])[O:6][C@H:5]([CH2:7][O:8][C:9]2[N:14]=[C:13]([NH:15][C:34]([C:31]3[N:29]4[N:30]=[C:25]([C:20]5[CH:21]=[CH:22][CH:23]=[CH:24][C:19]=5[C:18]([F:38])([F:17])[F:37])[CH:26]=[CH:27][C:28]4=[N:33][CH:32]=3)=[O:35])[CH:12]=[N:11][CH:10]=2)[CH2:4][O:3]1, predict the reactants needed to synthesize it. The reactants are: [CH3:1][C:2]1([CH3:16])[O:6][C@H:5]([CH2:7][O:8][C:9]2[N:14]=[C:13]([NH2:15])[CH:12]=[N:11][CH:10]=2)[CH2:4][O:3]1.[F:17][C:18]([F:38])([F:37])[C:19]1[CH:24]=[CH:23][CH:22]=[CH:21][C:20]=1[C:25]1[CH:26]=[CH:27][C:28]2[N:29]([C:31]([C:34](Cl)=[O:35])=[CH:32][N:33]=2)[N:30]=1.O. (8) Given the product [Cl:1][C:2]1[CH:26]=[CH:25][CH:24]=[CH:23][C:3]=1[C:4]([C:6]1[C:13](=[O:14])[N:9]2[CH2:10][CH2:11][CH2:12][N:8]2[C:7]=1[C:15]1[CH:20]=[CH:19][N:18]=[C:17]([S:29]([CH3:41])(=[O:31])=[O:28])[N:16]=1)=[O:5], predict the reactants needed to synthesize it. The reactants are: [Cl:1][C:2]1[CH:26]=[CH:25][CH:24]=[CH:23][C:3]=1[C:4]([C:6]1[C:13](=[O:14])[N:9]2[CH2:10][CH2:11][CH2:12][N:8]2[C:7]=1[C:15]1[CH:20]=[CH:19][N:18]=[C:17](SC)[N:16]=1)=[O:5].O[O:28][S:29]([O-:31])=O.[K+].S([O-])(O[O-])(=O)=O.[K+].[K+].[C:41]([O-])(O)=O.[Na+]. (9) Given the product [CH2:1]([N:8]1[C:12]([CH:21]([CH:15]2[CH2:20][CH2:19][CH2:18][CH2:17][CH2:16]2)[OH:22])=[N:11][N:10]=[N:9]1)[C:2]1[CH:3]=[CH:4][CH:5]=[CH:6][CH:7]=1, predict the reactants needed to synthesize it. The reactants are: [CH2:1]([N:8]1[CH:12]=[N:11][N:10]=[N:9]1)[C:2]1[CH:7]=[CH:6][CH:5]=[CH:4][CH:3]=1.[OH-].[Na+].[CH:15]1([CH:21]=[O:22])[CH2:20][CH2:19][CH2:18][CH2:17][CH2:16]1. (10) Given the product [F:14][C:5]1[CH:4]=[C:3]([C:1](=[NH:2])[NH:15][OH:16])[CH:8]=[CH:7][C:6]=1[CH2:9][C:10]([O:12][CH3:13])=[O:11], predict the reactants needed to synthesize it. The reactants are: [C:1]([C:3]1[CH:8]=[CH:7][C:6]([CH2:9][C:10]([O:12][CH3:13])=[O:11])=[C:5]([F:14])[CH:4]=1)#[N:2].[NH2:15][OH:16].Cl.C([O-])(O)=O.[Na+].